This data is from Full USPTO retrosynthesis dataset with 1.9M reactions from patents (1976-2016). The task is: Predict the reactants needed to synthesize the given product. Given the product [CH3:7][N:4]1[CH:5]=[CH:6][C:2]([C:13](=[CH2:24])[C:14]([O:16][CH2:17][C:18]2[CH:23]=[CH:22][CH:21]=[CH:20][CH:19]=2)=[O:15])=[N:3]1, predict the reactants needed to synthesize it. The reactants are: I[C:2]1[CH:6]=[CH:5][N:4]([CH3:7])[N:3]=1.C([Sn](CCCC)(CCCC)[C:13](=[CH2:24])[C:14]([O:16][CH2:17][C:18]1[CH:23]=[CH:22][CH:21]=[CH:20][CH:19]=1)=[O:15])CCC.